Predict the reaction yield, written as a fraction of the theoretical maximum amount of product (1.0 means a 100% yield; for example, 0.34 means a 34% yield). From a dataset of Reaction yield outcomes from USPTO patents with 853,638 reactions. (1) The reactants are [O:1]1[CH2:7][CH2:6][CH2:5][O:4][C:3]2[C:8]([CH:12]=O)=[CH:9][CH:10]=[CH:11][C:2]1=2.[CH3:14][NH2:15].[BH4-].[Na+].O. The catalyst is CO. The product is [O:1]1[CH2:7][CH2:6][CH2:5][O:4][C:3]2[C:8]([CH2:12][NH:15][CH3:14])=[CH:9][CH:10]=[CH:11][C:2]1=2. The yield is 0.860. (2) The reactants are [NH2:1][C:2]1[N:10]=[CH:9][N:8]=[C:7]2[C:3]=1[N:4]=[CH:5][N:6]2[C@H:11]1[C@@H:15]2[O:16][C:17]([CH3:20])([CH3:19])[O:18][C@@H:14]2[C@@H:13]([CH2:21][N:22]([CH2:32][CH3:33])[CH:23]2[CH2:26][CH:25]([CH2:27][CH2:28][C:29](O)=[O:30])[CH2:24]2)[O:12]1.C1C=NC2N(O)N=NC=2C=1.CN(C(ON1N=NC2C=CC=NC1=2)=[N+](C)C)C.F[P-](F)(F)(F)(F)F.[C:68]([C:72]1[CH:73]=[C:74]([NH2:79])[C:75]([NH2:78])=[CH:76][CH:77]=1)([CH3:71])([CH3:70])[CH3:69]. The catalyst is C(Cl)Cl.O. The product is [NH2:79][C:74]1[CH:73]=[C:72]([C:68]([CH3:71])([CH3:69])[CH3:70])[CH:77]=[CH:76][C:75]=1[NH:78][C:29](=[O:30])[CH2:28][CH2:27][CH:25]1[CH2:26][CH:23]([N:22]([CH2:21][C@@H:13]2[C@@H:14]3[C@@H:15]([O:16][C:17]([CH3:19])([CH3:20])[O:18]3)[C@H:11]([N:6]3[CH:5]=[N:4][C:3]4[C:7]3=[N:8][CH:9]=[N:10][C:2]=4[NH2:1])[O:12]2)[CH2:32][CH3:33])[CH2:24]1. The yield is 0.610.